From a dataset of Full USPTO retrosynthesis dataset with 1.9M reactions from patents (1976-2016). Predict the reactants needed to synthesize the given product. (1) Given the product [OH:22][CH:20]1[CH2:21][N:18]([CH2:15][CH2:14][C:9]2[CH:10]=[CH:11][CH:12]=[CH:13][C:8]=2[N:3]2[CH2:4][CH2:5][CH2:6][CH2:7][C:2]2=[O:1])[CH2:19]1, predict the reactants needed to synthesize it. The reactants are: [O:1]=[C:2]1[CH2:7][CH2:6][CH2:5][CH2:4][N:3]1[C:8]1[CH:13]=[CH:12][CH:11]=[CH:10][C:9]=1[CH2:14][CH:15]=O.Cl.[NH:18]1[CH2:21][CH:20]([OH:22])[CH2:19]1.C(O)(=O)C.[BH3-]C#N.[Na+]. (2) The reactants are: [CH3:1][C:2]1[N:6]=[C:5]([CH3:7])[N:4]([C:8]2[C:9]([CH3:25])=[N:10][N:11]3[C:15]([C:16]4[CH:21]=[CH:20][C:19]([OH:22])=[CH:18][C:17]=4[CH3:23])=[C:14]([CH3:24])[O:13][C:12]=23)[N:3]=1.C(=O)([O-])[O-].[K+].[K+].Cl[C:33]([F:39])([F:38])C(OC)=O. Given the product [F:38][CH:33]([F:39])[O:22][C:19]1[CH:20]=[CH:21][C:16]([C:15]2[N:11]3[N:10]=[C:9]([CH3:25])[C:8]([N:4]4[C:5]([CH3:7])=[N:6][C:2]([CH3:1])=[N:3]4)=[C:12]3[O:13][C:14]=2[CH3:24])=[C:17]([CH3:23])[CH:18]=1, predict the reactants needed to synthesize it. (3) Given the product [F:1][C:2]1[CH:24]=[CH:23][CH:22]=[C:21]([F:25])[C:3]=1[O:4][C:5]1[C:18](=[O:19])[N:17]([CH3:20])[C:8]2[N:9]=[C:10]([NH:26][C:27]([CH3:31])([CH3:30])[CH2:28][OH:29])[N:11]=[CH:12][C:7]=2[CH:6]=1, predict the reactants needed to synthesize it. The reactants are: [F:1][C:2]1[CH:24]=[CH:23][CH:22]=[C:21]([F:25])[C:3]=1[O:4][C:5]1[C:18](=[O:19])[N:17]([CH3:20])[C:8]2[N:9]=[C:10](S(C)(=O)=O)[N:11]=[CH:12][C:7]=2[CH:6]=1.[NH2:26][C:27]([CH3:31])([CH3:30])[CH2:28][OH:29].CO.O. (4) Given the product [C:1]([O:5][C:6](=[O:23])[NH:7][CH2:8][CH2:9][O:10][C:11]1[CH:12]=[CH:13][CH:14]=[C:15]2[C:20]=1[N:19]=[C:18]([CH3:21])[CH:17]=[C:16]2[NH:29][CH2:28][C:27]1[CH:30]=[CH:31][C:32]([Cl:33])=[C:25]([Cl:24])[CH:26]=1)([CH3:4])([CH3:3])[CH3:2], predict the reactants needed to synthesize it. The reactants are: [C:1]([O:5][C:6](=[O:23])[NH:7][CH2:8][CH2:9][O:10][C:11]1[CH:12]=[CH:13][CH:14]=[C:15]2[C:20]=1[N:19]=[C:18]([CH3:21])[CH:17]=[C:16]2Cl)([CH3:4])([CH3:3])[CH3:2].[Cl:24][C:25]1[CH:26]=[C:27]([CH:30]=[CH:31][C:32]=1[Cl:33])[CH2:28][NH2:29].